From a dataset of Reaction yield outcomes from USPTO patents with 853,638 reactions. Predict the reaction yield, written as a fraction of the theoretical maximum amount of product (1.0 means a 100% yield; for example, 0.34 means a 34% yield). (1) The reactants are Cl[C:2]1[N:7]2[N:8]=[CH:9][C:10]([C:11]([O:13][CH2:14][CH3:15])=[O:12])=[C:6]2[N:5]=[CH:4][C:3]=1[C:16]([N:18]1[CH2:23][CH2:22][CH:21]([C:24]2[CH:29]=[CH:28][CH:27]=[CH:26][CH:25]=2)[CH2:20][CH2:19]1)=[O:17].[NH2:30][C:31]1[CH:32]=[CH:33][CH:34]=[C:35]2[C:40]=1[N:39]=[CH:38][CH:37]=[CH:36]2. No catalyst specified. The product is [CH2:14]([O:13][C:11]([C:10]1[CH:9]=[N:8][N:7]2[C:2]([NH:30][C:31]3[CH:32]=[CH:33][CH:34]=[C:35]4[C:40]=3[N:39]=[CH:38][CH:37]=[CH:36]4)=[C:3]([C:16]([N:18]3[CH2:23][CH2:22][CH:21]([C:24]4[CH:29]=[CH:28][CH:27]=[CH:26][CH:25]=4)[CH2:20][CH2:19]3)=[O:17])[CH:4]=[N:5][C:6]=12)=[O:12])[CH3:15]. The yield is 0.990. (2) The reactants are [C:1]([O:5][C:6]([N:8]([CH2:13][C:14]1[CH:19]=[CH:18][C:17]([O:20][CH3:21])=[C:16]([O:22][CH3:23])[CH:15]=1)[CH2:9][C:10]([OH:12])=[O:11])=[O:7])([CH3:4])([CH3:3])[CH3:2].[Cl:24][C:25]1[CH:26]=[N+:27]([O-:50])[CH:28]=[C:29]([Cl:49])[C:30]=1[CH2:31][C@@H:32]([C:34]1[CH:39]=[CH:38][C:37]([O:40][CH:41]([F:43])[F:42])=[C:36]([O:44][CH2:45][CH:46]2[CH2:48][CH2:47]2)[CH:35]=1)O.C(Cl)CCl. The catalyst is CN(C1C=CN=CC=1)C.C(Cl)Cl. The product is [C:1]([O:5][C:6]([N:8]([CH2:13][C:14]1[CH:19]=[CH:18][C:17]([O:20][CH3:21])=[C:16]([O:22][CH3:23])[CH:15]=1)[CH2:9][C:10]([O:12][C@H:32]([C:34]1[CH:39]=[CH:38][C:37]([O:40][CH:41]([F:42])[F:43])=[C:36]([O:44][CH2:45][CH:46]2[CH2:47][CH2:48]2)[CH:35]=1)[CH2:31][C:30]1[C:29]([Cl:49])=[CH:28][N+:27]([O-:50])=[CH:26][C:25]=1[Cl:24])=[O:11])=[O:7])([CH3:4])([CH3:3])[CH3:2]. The yield is 0.990. (3) The reactants are Cl.[CH3:2][C:3]1([CH3:24])[CH:12]([NH:13][C:14](=[O:23])[O:15][CH2:16][C:17]2[CH:22]=[CH:21][CH:20]=[CH:19][CH:18]=2)[CH2:11][CH2:10][C:5]2(OCC[O:6]2)[CH2:4]1. The catalyst is CO. The product is [CH3:2][C:3]1([CH3:24])[CH2:4][C:5](=[O:6])[CH2:10][CH2:11][CH:12]1[NH:13][C:14](=[O:23])[O:15][CH2:16][C:17]1[CH:22]=[CH:21][CH:20]=[CH:19][CH:18]=1. The yield is 0.910. (4) The reactants are [F:1][C:2]1[CH:7]=[C:6]([F:8])[CH:5]=[CH:4][C:3]=1[C:9]1[N:10]=[C:11]2[N:15]([C:16]=1[C:17]1[CH:18]=[N:19][C:20]([NH:23][NH2:24])=[N:21][CH:22]=1)[CH:14]=[CH:13][O:12]2.[CH:25](=O)[CH:26]([CH3:28])[CH3:27].C(O)(=O)C.C(O)(=O)C.IC1C=CC=CC=1. The catalyst is CC(O)=O.C(Cl)Cl. The product is [F:1][C:2]1[CH:7]=[C:6]([F:8])[CH:5]=[CH:4][C:3]=1[C:9]1[N:10]=[C:11]2[N:15]([C:16]=1[C:17]1[CH:18]=[N:19][C:20]3[N:21]([C:25]([CH:26]([CH3:28])[CH3:27])=[N:24][N:23]=3)[CH:22]=1)[CH:14]=[CH:13][O:12]2. The yield is 0.610. (5) The reactants are [NH2:1][C:2]12[C:20](=[O:21])[C:19]3[C:14](=[CH:15][CH:16]=[CH:17][CH:18]=3)[C:3]1([OH:22])[O:4][C:5]1[CH:10]=[C:9]([CH:11]([CH3:13])[CH3:12])[CH:8]=[CH:7][C:6]=12.N1C=CC=CC=1.[C:29](O)(=[O:33])[C:30]([CH3:32])=[O:31].O=P(Cl)(Cl)Cl. The catalyst is C(Cl)Cl. The product is [OH:22][C:3]12[C:14]3[C:19](=[CH:18][CH:17]=[CH:16][CH:15]=3)[C:20](=[O:21])[C:2]1([NH:1][C:29](=[O:33])[C:30](=[O:31])[CH3:32])[C:6]1[CH:7]=[CH:8][C:9]([CH:11]([CH3:13])[CH3:12])=[CH:10][C:5]=1[O:4]2. The yield is 0.210.